Predict the product of the given reaction. From a dataset of Forward reaction prediction with 1.9M reactions from USPTO patents (1976-2016). (1) Given the reactants [F:1][C:2]([F:7])([F:6])[C:3]([OH:5])=[O:4].[NH2:8][CH:9]([CH:16]([CH3:18])[CH3:17])[C@H:10]([OH:15])[C:11]([F:14])([F:13])[F:12].C(OC([NH:26][C@@H:27]([CH:38]([CH3:40])[CH3:39])[C:28]([N:30]1[CH2:34][CH2:33][CH2:32][C@@H:31]1[C:35](O)=[O:36])=[O:29])=O)(C)(C)C.O.OC1C2N=NNC=2C=CC=1.CCN=C=NCCCN(C)C.Cl.CN1CCOCC1, predict the reaction product. The product is: [F:1][C:2]([F:7])([F:6])[C:3]([OH:5])=[O:4].[NH2:26][C@@H:27]([CH:38]([CH3:40])[CH3:39])[C:28]([N:30]1[CH2:34][CH2:33][CH2:32][C@@H:31]1[C:35]([NH:8][CH:9]([CH:16]([CH3:18])[CH3:17])[C@H:10]([OH:15])[C:11]([F:12])([F:13])[F:14])=[O:36])=[O:29]. (2) The product is: [C:24]([N:14]1[CH2:15][CH2:16][N:11]([C:3]2[CH:4]=[CH:5][C:6]([N+:8]([O-:10])=[O:9])=[CH:7][C:2]=2[F:1])[CH2:12][CH2:13]1)(=[O:26])[CH3:25]. Given the reactants [F:1][C:2]1[CH:7]=[C:6]([N+:8]([O-:10])=[O:9])[CH:5]=[CH:4][C:3]=1[N:11]1[CH2:16][CH2:15][NH:14][CH2:13][CH2:12]1.C(N(CC)CC)C.[C:24](Cl)(=[O:26])[CH3:25], predict the reaction product. (3) The product is: [CH2:47]([O:49][C:50](=[O:54])[CH2:51][N:52]([C:11](=[O:13])[CH2:10][N:8]([C:6]([O:5][C:1]([CH3:2])([CH3:3])[CH3:4])=[O:7])[CH3:9])[CH3:53])[CH3:48]. Given the reactants [C:1]([O:5][C:6]([N:8]([CH2:10][C:11]([OH:13])=O)[CH3:9])=[O:7])([CH3:4])([CH3:3])[CH3:2].C(N(C(C)C)CC)(C)C.CN(C(ON1N=NC2C=CC=CC1=2)=[N+](C)C)C.F[P-](F)(F)(F)(F)F.[CH2:47]([O:49][C:50](=[O:54])[CH2:51][NH:52][CH3:53])[CH3:48], predict the reaction product. (4) The product is: [I:1][C:2]1[CH:7]=[CH:6][C:5]([O:8][CH2:10][CH2:11][N:12]2[CH2:17][CH2:16][CH:15]([CH3:18])[CH2:14][CH2:13]2)=[CH:4][CH:3]=1. Given the reactants [I:1][C:2]1[CH:7]=[CH:6][C:5]([OH:8])=[CH:4][CH:3]=1.Cl[CH2:10][CH2:11][N:12]1[CH2:17][CH2:16][CH:15]([CH3:18])[CH2:14][CH2:13]1.C(=O)([O-])[O-].[K+].[K+], predict the reaction product. (5) Given the reactants [F:1][C:2]([F:23])([F:22])[C:3]1[CH:8]=[CH:7][CH:6]=[CH:5][C:4]=1[NH:9][CH:10]=[C:11]([C:17]([O:19][CH2:20][CH3:21])=[O:18])[C:12]([O:14]CC)=O.C1C=CC(C2C=CC=CC=2)=CC=1.C1C=CC(OC2C=CC=CC=2)=CC=1, predict the reaction product. The product is: [CH2:20]([O:19][C:17]([C:11]1[CH:10]=[N:9][C:4]2[C:5]([C:12]=1[OH:14])=[CH:6][CH:7]=[CH:8][C:3]=2[C:2]([F:1])([F:22])[F:23])=[O:18])[CH3:21]. (6) Given the reactants [F:1][C:2]1([F:37])[CH2:7][CH2:6][CH:5]([CH2:8][N:9]2[C:17]3[C:12](=[N:13][CH:14]=[C:15](B4OC(C)(C)C(C)(C)O4)[CH:16]=3)[C:11]([C:27]3[CH:28]=[N:29][N:30]([CH2:32][C:33]([F:36])([F:35])[F:34])[CH:31]=3)=[CH:10]2)[CH2:4][CH2:3]1.I[C:39]1[CH:40]=[C:41]([CH3:47])[C:42](=[O:46])[N:43]([CH3:45])[CH:44]=1.C(=O)([O-])[O-].[K+].[K+].Cl, predict the reaction product. The product is: [F:37][C:2]1([F:1])[CH2:7][CH2:6][CH:5]([CH2:8][N:9]2[C:17]3[C:12](=[N:13][CH:14]=[C:15]([C:39]4[CH:40]=[C:41]([CH3:47])[C:42](=[O:46])[N:43]([CH3:45])[CH:44]=4)[CH:16]=3)[C:11]([C:27]3[CH:28]=[N:29][N:30]([CH2:32][C:33]([F:36])([F:34])[F:35])[CH:31]=3)=[CH:10]2)[CH2:4][CH2:3]1. (7) The product is: [CH3:1][N:2]1[C:10]([C:11]([NH:38][NH2:46])=[O:13])=[N:9][C:8]2[C:3]1=[N:4][CH:5]=[N:6][C:7]=2[N:14]1[CH2:15][CH2:16][CH:17]([N:20]2[C:24]3[CH:25]=[CH:26][CH:27]=[CH:28][C:23]=3[NH:22][C:21]2=[O:29])[CH2:18][CH2:19]1. Given the reactants [CH3:1][N:2]1[C:10]([C:11]([OH:13])=O)=[N:9][C:8]2[C:3]1=[N:4][CH:5]=[N:6][C:7]=2[N:14]1[CH2:19][CH2:18][CH:17]([N:20]2[C:24]3[CH:25]=[CH:26][CH:27]=[CH:28][C:23]=3[NH:22][C:21]2=[O:29])[CH2:16][CH2:15]1.CN(C(O[N:38]1[N:46]=NC2C=CC=NC1=2)=[N+](C)C)C.F[P-](F)(F)(F)(F)F.C(N(C(C)C)CC)(C)C.O.NN, predict the reaction product. (8) Given the reactants [CH3:1][N+:2]([CH2:5][C:6]([OH:8])=[O:7])([CH3:4])[CH3:3].[Cl:9][CH2:10][C:11]1[C:12]2[C:17]([CH:18]=[C:19]3[C:24]=1[CH:23]=[CH:22][CH:21]=[CH:20]3)=[CH:16][CH:15]=[CH:14][CH:13]=2.C(#N)C, predict the reaction product. The product is: [Cl-:9].[CH:13]1[C:12]2[C:17](=[CH:18][C:19]3[C:24]([C:11]=2[CH2:10][O:7][C:6]([CH2:5][N+:2]([CH3:4])([CH3:3])[CH3:1])=[O:8])=[CH:23][CH:22]=[CH:21][CH:20]=3)[CH:16]=[CH:15][CH:14]=1. (9) Given the reactants [NH2:1][C:2]1[N:3]=[C:4]([Cl:28])[C:5]2=[C:6]([N:8]([CH2:21][C:22]3[CH:27]=[CH:26][N:25]=[CH:24][CH:23]=3)[C:9](=[O:20])/[C:10]/2=[CH:11]\[C:12]2[NH:16][CH:15]=[C:14]([C:17](O)=[O:18])[CH:13]=2)[N:7]=1.F[P-](F)(F)(F)(F)F.N1(O[P+](N(C)C)(N(C)C)N(C)C)C2C=CC=CC=2N=N1.CCN(C(C)C)C(C)C.[CH2:65]([N:67]([CH2:71][CH3:72])[CH2:68][CH2:69][NH2:70])[CH3:66], predict the reaction product. The product is: [NH2:1][C:2]1[N:3]=[C:4]([Cl:28])[C:5]2=[C:6]([N:8]([CH2:21][C:22]3[CH:23]=[CH:24][N:25]=[CH:26][CH:27]=3)[C:9](=[O:20])/[C:10]/2=[CH:11]\[C:12]2[NH:16][CH:15]=[C:14]([C:17]([NH:70][CH2:69][CH2:68][N:67]([CH2:71][CH3:72])[CH2:65][CH3:66])=[O:18])[CH:13]=2)[N:7]=1. (10) Given the reactants [CH3:1][O:2][C:3]1[CH:4]=[CH:5][C:6]([NH:11][C:12]2[C:13]3[N:14]([CH:39]=[CH:40][N:41]=3)[N:15]=[C:16]([N:18]3[CH2:22][CH2:21][CH:20]([C:23]([NH:25][C:26]4[CH:38]=[CH:37][C:29]([C:30]([O:32]C(C)(C)C)=[O:31])=[CH:28][CH:27]=4)=[O:24])[CH2:19]3)[CH:17]=2)=[N:7][C:8]=1[O:9][CH3:10].C(O)(C(F)(F)F)=O, predict the reaction product. The product is: [CH3:1][O:2][C:3]1[CH:4]=[CH:5][C:6]([NH:11][C:12]2[C:13]3[N:14]([CH:39]=[CH:40][N:41]=3)[N:15]=[C:16]([N:18]3[CH2:22][CH2:21][CH:20]([C:23]([NH:25][C:26]4[CH:38]=[CH:37][C:29]([C:30]([OH:32])=[O:31])=[CH:28][CH:27]=4)=[O:24])[CH2:19]3)[CH:17]=2)=[N:7][C:8]=1[O:9][CH3:10].